The task is: Predict which catalyst facilitates the given reaction.. This data is from Catalyst prediction with 721,799 reactions and 888 catalyst types from USPTO. Reactant: [C:1]([C:5]1[CH:10]=[CH:9][C:8]([S:11](Cl)(=[O:13])=[O:12])=[CH:7][CH:6]=1)([CH3:4])([CH3:3])[CH3:2].[NH2:15][CH2:16][C:17]1[CH:25]=[CH:24][C:20]([C:21]([OH:23])=[O:22])=[CH:19][CH:18]=1.Cl. Product: [C:1]([C:5]1[CH:10]=[CH:9][C:8]([S:11]([NH:15][CH2:16][C:17]2[CH:18]=[CH:19][C:20]([C:21]([OH:23])=[O:22])=[CH:24][CH:25]=2)(=[O:13])=[O:12])=[CH:7][CH:6]=1)([CH3:4])([CH3:3])[CH3:2]. The catalyst class is: 74.